Dataset: Full USPTO retrosynthesis dataset with 1.9M reactions from patents (1976-2016). Task: Predict the reactants needed to synthesize the given product. (1) Given the product [CH:19]([C:2]1[CH:7]=[CH:6][C:5]([S:8]([C:11]2[CH:12]=[CH:13][C:14]([NH2:17])=[N:15][CH:16]=2)(=[O:10])=[O:9])=[CH:4][CH:3]=1)=[CH2:24], predict the reactants needed to synthesize it. The reactants are: Br[C:2]1[CH:7]=[CH:6][C:5]([S:8]([C:11]2[CH:12]=[CH:13][C:14]([NH2:17])=[N:15][CH:16]=2)(=[O:10])=[O:9])=[CH:4][CH:3]=1.N[C:19]1[CH:24]=CC(Br)=CN=1.C([Sn](CCCC)(CCCC)C=C)CCC. (2) Given the product [CH3:1][S:2]([C:5]1[CH:10]=[CH:9][C:8]([NH:11][C:12]2[N:13]=[CH:14][N:15]=[C:16]([O:21][CH:22]3[CH2:27][CH2:26][N:25]([C:31](=[O:32])[CH2:30][C:29]([CH3:35])([CH3:34])[CH3:28])[CH2:24][CH2:23]3)[C:17]=2[N+:18]([O-:20])=[O:19])=[CH:7][CH:6]=1)(=[O:4])=[O:3], predict the reactants needed to synthesize it. The reactants are: [CH3:1][S:2]([C:5]1[CH:10]=[CH:9][C:8]([NH:11][C:12]2[C:17]([N+:18]([O-:20])=[O:19])=[C:16]([O:21][CH:22]3[CH2:27][CH2:26][NH:25][CH2:24][CH2:23]3)[N:15]=[CH:14][N:13]=2)=[CH:7][CH:6]=1)(=[O:4])=[O:3].[CH3:28][C:29]([CH3:35])([CH3:34])[CH2:30][C:31](Cl)=[O:32].C(N(CC)CC)C. (3) Given the product [CH2:33]([C@H:28]1[CH2:27][O:32][C:30](=[O:31])[N:29]1[C:9](=[O:11])[CH2:8][C:5]1[CH:6]=[CH:7][C:2]([Br:1])=[CH:3][C:4]=1[F:12])[C:34]1[CH:35]=[CH:36][CH:37]=[CH:38][CH:39]=1, predict the reactants needed to synthesize it. The reactants are: [Br:1][C:2]1[CH:7]=[CH:6][C:5]([CH2:8][C:9]([OH:11])=O)=[C:4]([F:12])[CH:3]=1.C(N(CC)CC)C.CC(C)(C)C(Cl)=O.[CH2:27]1[O:32][C:30](=[O:31])[NH:29][C@H:28]1[CH2:33][C:34]1[CH:39]=[CH:38][CH:37]=[CH:36][CH:35]=1.[Li+].C[Si]([N-][Si](C)(C)C)(C)C. (4) Given the product [Cl:1][C:2]1[CH:3]=[C:4]([N:8]([CH2:9][C:10]2[C:19]3[C:14](=[C:15]([F:21])[C:16]([F:20])=[CH:17][CH:18]=3)[NH:13][C:12](=[O:22])[CH:11]=2)[C:29]([C:26]2[NH:27][N:28]=[N:24][N:25]=2)=[O:30])[CH:5]=[CH:6][CH:7]=1, predict the reactants needed to synthesize it. The reactants are: [Cl:1][C:2]1[CH:3]=[C:4]([NH:8][CH2:9][C:10]2[C:19]3[C:14](=[C:15]([F:21])[C:16]([F:20])=[CH:17][CH:18]=3)[NH:13][C:12](=[O:22])[CH:11]=2)[CH:5]=[CH:6][CH:7]=1.C[N:24]1[N:28]=[N:27][C:26]([C:29](O)=[O:30])=[N:25]1.